From a dataset of Reaction yield outcomes from USPTO patents with 853,638 reactions. Predict the reaction yield, written as a fraction of the theoretical maximum amount of product (1.0 means a 100% yield; for example, 0.34 means a 34% yield). (1) The product is [CH:1]1([C@H:7]([N:11]([C:35](=[O:36])[C:34]2[CH:38]=[C:39]([CH3:41])[CH:40]=[C:32]([CH3:31])[CH:33]=2)[NH:12][C:13](=[O:23])[C:14]2[CH:19]=[CH:18][CH:17]=[C:16]([O:20][CH3:21])[C:15]=2[CH3:22])[CH2:8][CH:9]=[CH2:10])[CH2:2][CH2:3][CH2:4][CH2:5][CH2:6]1. The yield is 0.780. The reactants are [CH:1]1([C@H:7]([NH:11][NH:12][C:13](=[O:23])[C:14]2[CH:19]=[CH:18][CH:17]=[C:16]([O:20][CH3:21])[C:15]=2[CH3:22])[CH2:8][CH:9]=[CH2:10])[CH2:6][CH2:5][CH2:4][CH2:3][CH2:2]1.C([O-])([O-])=O.[K+].[K+].O.[CH3:31][C:32]1[CH:33]=[C:34]([CH:38]=[C:39]([CH3:41])[CH:40]=1)[C:35](Cl)=[O:36]. The catalyst is C(Cl)Cl. (2) The reactants are [NH2:1][CH2:2][C:3]([OH:5])=[O:4].[CH3:6][O:7][C:8]1[CH:9]=[CH:10][C:11]([CH:14]=[O:15])=[CH:12][CH:13]=1.[OH-].[K+]. The catalyst is C(O)C. The product is [NH2:1][CH:2]([CH:14]([OH:15])[C:11]1[CH:10]=[CH:9][C:8]([O:7][CH3:6])=[CH:13][CH:12]=1)[C:3]([OH:5])=[O:4]. The yield is 0.230. (3) The reactants are [NH2:1][CH2:2][CH2:3][CH2:4][OH:5].[C:6](O[C:6]([O:8][C:9]([CH3:12])([CH3:11])[CH3:10])=[O:7])([O:8][C:9]([CH3:12])([CH3:11])[CH3:10])=[O:7].Cl.[OH-].[Na+]. The catalyst is O1CCOCC1. The product is [OH:5][CH2:4][CH2:3][CH2:2][NH:1][C:6](=[O:7])[O:8][C:9]([CH3:12])([CH3:11])[CH3:10]. The yield is 0.940. (4) The reactants are [NH:1]([C:3]1[N:4]=[C:5]2[CH:11]=[CH:10][N:9]([S:12]([C:15]3[CH:21]=[CH:20][C:18]([CH3:19])=[CH:17][CH:16]=3)(=[O:14])=[O:13])[C:6]2=[N:7][CH:8]=1)[NH2:2].[CH2:22]([CH:24]1[CH2:32][C:27]2([O:31][CH2:30][CH2:29][O:28]2)[CH2:26][CH:25]1[C:33](O)=[O:34])[CH3:23].CN(C(ON1N=NC2C=CC=NC1=2)=[N+](C)C)C.F[P-](F)(F)(F)(F)F. The catalyst is C(Cl)Cl. The product is [CH2:22]([CH:24]1[CH2:32][C:27]2([O:28][CH2:29][CH2:30][O:31]2)[CH2:26][CH:25]1[C:33]([NH:2][NH:1][C:3]1[N:4]=[C:5]2[CH:11]=[CH:10][N:9]([S:12]([C:15]3[CH:21]=[CH:20][C:18]([CH3:19])=[CH:17][CH:16]=3)(=[O:13])=[O:14])[C:6]2=[N:7][CH:8]=1)=[O:34])[CH3:23]. The yield is 0.890.